This data is from NCI-60 drug combinations with 297,098 pairs across 59 cell lines. The task is: Regression. Given two drug SMILES strings and cell line genomic features, predict the synergy score measuring deviation from expected non-interaction effect. Drug 1: C1CCC(C1)C(CC#N)N2C=C(C=N2)C3=C4C=CNC4=NC=N3. Drug 2: C1C(C(OC1N2C=NC(=NC2=O)N)CO)O. Cell line: HCT116. Synergy scores: CSS=37.2, Synergy_ZIP=2.12, Synergy_Bliss=3.57, Synergy_Loewe=-20.5, Synergy_HSA=2.75.